This data is from Forward reaction prediction with 1.9M reactions from USPTO patents (1976-2016). The task is: Predict the product of the given reaction. (1) The product is: [Br:1][C:2]1[CH:3]=[C:4]([C:14]([NH:17][CH2:18][C:19]2[C:20](=[O:28])[NH:21][C:22]([CH3:27])=[CH:23][C:24]=2[CH2:25][CH3:26])=[O:16])[C:5]2[CH:6]=[N:7][N:8]([CH:11]([CH3:12])[CH3:13])[C:9]=2[CH:10]=1. Given the reactants [Br:1][C:2]1[CH:3]=[C:4]([C:14]([OH:16])=O)[C:5]2[CH:6]=[N:7][N:8]([CH:11]([CH3:13])[CH3:12])[C:9]=2[CH:10]=1.[NH2:17][CH2:18][C:19]1[C:20](=[O:28])[NH:21][C:22]([CH3:27])=[CH:23][C:24]=1[CH2:25][CH3:26].Cl.ON1C2N=CC=CC=2N=N1.CN1CCOCC1.C(Cl)CCl.C([O-])([O-])=O.[K+].[K+], predict the reaction product. (2) Given the reactants CC1C=CC(S(O[CH2:12][CH:13]2[CH2:17][C:16]3[CH:18]=[C:19]([CH3:29])[CH:20]=[C:21]([C:22]4[CH:27]=[CH:26][C:25]([CH3:28])=[CH:24][CH:23]=4)[C:15]=3[O:14]2)(=O)=O)=CC=1.[CH3:30][NH2:31], predict the reaction product. The product is: [CH3:28][C:25]1[CH:26]=[CH:27][C:22]([C:21]2[C:15]3[O:14][CH:13]([CH2:12][NH:31][CH3:30])[CH2:17][C:16]=3[CH:18]=[C:19]([CH3:29])[CH:20]=2)=[CH:23][CH:24]=1. (3) Given the reactants [Cl:1][C:2]1[CH:3]=[CH:4][C:5]2[C:14]3[C:9](=[C:10]([CH3:15])[N:11]=[CH:12][CH:13]=3)[C:8](=[O:16])[N:7]([CH3:17])[C:6]=2[CH:18]=1.OS(O)(=O)=O.[I:24](O)(=O)(=O)=O.II, predict the reaction product. The product is: [Cl:1][C:2]1[C:3]([I:24])=[CH:4][C:5]2[C:14]3[C:9](=[C:10]([CH3:15])[N:11]=[CH:12][CH:13]=3)[C:8](=[O:16])[N:7]([CH3:17])[C:6]=2[CH:18]=1.